From a dataset of Retrosynthesis with 50K atom-mapped reactions and 10 reaction types from USPTO. Predict the reactants needed to synthesize the given product. (1) Given the product NNC(=O)COc1ccc(C(=O)O)cc1, predict the reactants needed to synthesize it. The reactants are: NNC(=O)COc1ccc(C(=O)OCc2ccccc2)cc1. (2) Given the product Cn1c(C(F)(F)F)cc(=O)n(-c2c(F)cc(Cl)c3nc(C(C)(C)C)oc23)c1=O, predict the reactants needed to synthesize it. The reactants are: CC(C)(C)c1nc2c(Cl)cc(F)c(-n3c(=O)cc(C(F)(F)F)[nH]c3=O)c2o1.CI. (3) Given the product COc1ccc(S(=O)(=O)N2C(=O)C(N)(c3ccccc3)c3cc(Cl)ccc32)c(OC)c1, predict the reactants needed to synthesize it. The reactants are: COc1ccc(S(=O)(=O)Cl)c(OC)c1.NC1(c2ccccc2)C(=O)Nc2ccc(Cl)cc21. (4) The reactants are: Cc1c(-c2ccccc2)c(N2CC(N(C)C(=O)OC(C)(C)C)C2)n2c(nc3ncccc32)c1C#N. Given the product CNC1CN(c2c(-c3ccccc3)c(C)c(C#N)c3nc4ncccc4n23)C1, predict the reactants needed to synthesize it. (5) Given the product Fc1cccc(F)c1-c1ncc(Oc2cccc(Cl)c2)nn1, predict the reactants needed to synthesize it. The reactants are: Fc1cccc(F)c1-c1ncc(Cl)nn1.Oc1cccc(Cl)c1. (6) The reactants are: C[C@@H](N)CO.O=C(N[C@H]1CC[C@@H](C(=O)O)C1)c1ccc(-c2cccc(F)c2)nc1. Given the product CC(CO)NC(=O)[C@@H]1CC[C@H](NC(=O)c2ccc(-c3cccc(F)c3)nc2)C1, predict the reactants needed to synthesize it. (7) Given the product Cn1nnn(-c2cc(Nc3ncc(F)c(NC4CC5CCC(=O)N5C(C)(C)C4)n3)c(F)cc2C2CC2)c1=O, predict the reactants needed to synthesize it. The reactants are: CC1(C)CC(Nc2nc(Cl)ncc2F)CC2CCC(=O)N21.Cn1nnn(-c2cc(N)c(F)cc2C2CC2)c1=O. (8) Given the product COC[C@]12Cc3cnn(-c4ccc(F)cc4)c3C=C1CCN(S(=O)(=O)c1ccc(N3C[C@@H]4C[C@H]3CO4)nc1)C2, predict the reactants needed to synthesize it. The reactants are: C1O[C@@H]2CN[C@H]1C2.COC[C@]12Cc3cnn(-c4ccc(F)cc4)c3C=C1CCN(S(=O)(=O)c1ccc(Cl)nc1)C2.